Task: Predict the reaction yield, written as a fraction of the theoretical maximum amount of product (1.0 means a 100% yield; for example, 0.34 means a 34% yield).. Dataset: Reaction yield outcomes from USPTO patents with 853,638 reactions (1) The reactants are [Li+].CC([N-]C(C)C)C.[O:9]=[C:10]([CH3:25])[CH2:11][CH:12]1[CH2:17][CH2:16][N:15]([C:18]([O:20][C:21]([CH3:24])([CH3:23])[CH3:22])=[O:19])[CH2:14][CH2:13]1.Cl[Si:27]([CH3:30])([CH3:29])[CH3:28].C([O-])(O)=O.[Na+]. The catalyst is C1COCC1. The product is [CH3:28][Si:27]([CH3:30])([CH3:29])[O:9][C:10](=[CH2:25])[CH2:11][CH:12]1[CH2:13][CH2:14][N:15]([C:18]([O:20][C:21]([CH3:24])([CH3:23])[CH3:22])=[O:19])[CH2:16][CH2:17]1. The yield is 1.08. (2) The reactants are [ClH:1].Br[C:3]1[C@H:4]([CH2:18][NH:19]C(=O)OC(C)(C)C)[O:5][B:6]2[C:15]3[C:14]=1[CH:13]=[CH:12][O:11][CH2:10][C:9]=3[C:8](C)(C)[O:7]2. The catalyst is C(OCC)C. The product is [ClH:1].[Cl:1][C:3]1[C@H:4]([CH2:18][NH2:19])[O:5][B:6]2[C:15]3[C:14]=1[CH:13]=[CH:12][O:11][CH2:10][C:9]=3[CH2:8][O:7]2. The yield is 0.760. (3) The catalyst is O1CCCC1. The product is [Br:19][C:5]1[CH:4]=[N:3][N:2]([CH3:1])[C:6]=1[C:7]1[CH:8]=[C:9]([C:15]([OH:17])=[O:16])[S:10][C:11]=1[CH2:12][CH2:13][CH3:14]. The yield is 0.500. The reactants are [CH3:1][N:2]1[C:6]([C:7]2[CH:8]=[C:9]([C:15]([O:17]C)=[O:16])[S:10][C:11]=2[CH2:12][CH2:13][CH3:14])=[CH:5][CH:4]=[N:3]1.[Br:19]N1C(=O)CCC1=O.[OH-].[Na+]. (4) The reactants are [I:1][C:2]1[CH:7]=[CH:6][C:5]([OH:8])=[CH:4][CH:3]=1.Br[CH2:10][CH2:11][CH2:12][Cl:13].C(=O)([O-])[O-].[K+].[K+]. The catalyst is CC(=O)CC. The product is [Cl:13][CH2:12][CH2:11][CH2:10][O:8][C:5]1[CH:6]=[CH:7][C:2]([I:1])=[CH:3][CH:4]=1. The yield is 0.960. (5) The reactants are [CH3:1][O:2][C:3]([C:5]1[S:6][C:7]([C:14]2[CH:19]=[CH:18][CH:17]=[CH:16][CH:15]=2)=[CH:8][C:9]=1[NH:10][CH:11]1[CH2:13][CH2:12]1)=[O:4].N#N.[Cl:22][C:23]1[CH:31]=[C:30]([Cl:32])[CH:29]=[CH:28][C:24]=1[C:25](Cl)=[O:26]. The catalyst is ClC(Cl)C. The product is [CH3:1][O:2][C:3]([C:5]1[S:6][C:7]([C:14]2[CH:19]=[CH:18][CH:17]=[CH:16][CH:15]=2)=[CH:8][C:9]=1[N:10]([CH:11]1[CH2:13][CH2:12]1)[C:25](=[O:26])[C:24]1[CH:28]=[CH:29][C:30]([Cl:32])=[CH:31][C:23]=1[Cl:22])=[O:4]. The yield is 0.990.